From a dataset of Full USPTO retrosynthesis dataset with 1.9M reactions from patents (1976-2016). Predict the reactants needed to synthesize the given product. (1) The reactants are: [Cl:1][C:2]1[N:7]=[C:6]([C:8]2[CH:9]=[C:10]([CH:21]=[CH:22][CH:23]=2)[CH2:11][NH:12][CH2:13][CH2:14][C:15]2[CH:16]=[N:17][CH:18]=[CH:19][CH:20]=2)[CH:5]=[CH:4][N:3]=1.[CH3:24][S:25](Cl)(=[O:27])=[O:26]. Given the product [Cl:1][C:2]1[N:7]=[C:6]([C:8]2[CH:9]=[C:10]([CH:21]=[CH:22][CH:23]=2)[CH2:11][N:12]([CH2:13][CH2:14][C:15]2[CH:16]=[N:17][CH:18]=[CH:19][CH:20]=2)[S:25]([CH3:24])(=[O:27])=[O:26])[CH:5]=[CH:4][N:3]=1, predict the reactants needed to synthesize it. (2) Given the product [CH3:16][O:15][C:10]1[CH:11]=[C:12]2[C:7](=[CH:8][CH:9]=1)[C:6]1=[CH:17][C:2]([NH:23][C:22]3[CH:24]=[CH:25][CH:26]=[CH:27][C:21]=3[O:20][CH3:19])=[N:3][C:4](=[O:18])[N:5]1[CH2:14][CH2:13]2, predict the reactants needed to synthesize it. The reactants are: Cl[C:2]1[CH:17]=[C:6]2[C:7]3[C:12]([CH2:13][CH2:14][N:5]2[C:4](=[O:18])[N:3]=1)=[CH:11][C:10]([O:15][CH3:16])=[CH:9][CH:8]=3.[CH3:19][O:20][C:21]1[CH:27]=[CH:26][CH:25]=[CH:24][C:22]=1[NH2:23]. (3) Given the product [CH3:1][O:2][C:3]1[N:8]=[CH:7][N:6]=[C:5]2[NH:9][N:10]=[C:11]([C:12]3[CH:13]=[N:14][CH:15]=[CH:16][CH:17]=3)[C:4]=12, predict the reactants needed to synthesize it. The reactants are: [CH3:1][O:2][C:3]1[N:8]=[CH:7][N:6]=[C:5]2[N:9](COCC[Si](C)(C)C)[N:10]=[C:11]([C:12]3[CH:13]=[N:14][CH:15]=[CH:16][CH:17]=3)[C:4]=12.CCCC[N+](CCCC)(CCCC)CCCC.[F-]. (4) Given the product [F:1][C:2]1[CH:7]=[CH:6][C:5]([NH:8][C:9](=[O:17])[C:10]2[CH:15]=[CH:14][C:13]([F:16])=[CH:12][N:11]=2)=[CH:4][C:3]=1[C@:18]12[CH2:26][O:25][CH2:24][C@H:23]1[CH2:22][S:21][C:20]([NH:27][C:28](=[O:34])[O:29][C:30]([CH3:32])([CH3:31])[CH3:33])=[N:19]2, predict the reactants needed to synthesize it. The reactants are: [F:1][C:2]1[CH:7]=[CH:6][C:5]([NH:8][C:9](=[O:17])[C:10]2[CH:15]=[CH:14][C:13]([F:16])=[CH:12][N:11]=2)=[CH:4][C:3]=1[C:18]12[CH2:26][O:25][CH2:24][CH:23]1[CH2:22][S:21][C:20]([NH:27][C:28](=[O:34])[O:29][C:30]([CH3:33])([CH3:32])[CH3:31])=[N:19]2.CO.C(=O)=O. (5) The reactants are: [C:1]1([NH:7][NH2:8])[CH:6]=[CH:5][CH:4]=[CH:3][CH:2]=1.[OH:9][C:10]1[CH:17]=[C:16]([OH:18])[CH:15]=[CH:14][C:11]=1[CH:12]=O. Given the product [C:1]1([NH:7][N:8]=[CH:12][C:11]2[CH:14]=[CH:15][C:16]([OH:18])=[CH:17][C:10]=2[OH:9])[CH:6]=[CH:5][CH:4]=[CH:3][CH:2]=1, predict the reactants needed to synthesize it. (6) Given the product [Cl:1][C:2]1[CH:3]=[CH:4][C:5]([O:6][C:7]2[CH:8]=[CH:9][C:10]([N:13]3[C@@H:17]([C:18]4[CH:23]=[CH:22][CH:21]=[C:20]([C:24]([F:25])([F:27])[F:26])[CH:19]=4)[CH2:16][NH:15][C:14]3=[O:37])=[CH:11][CH:12]=2)=[CH:38][CH:39]=1, predict the reactants needed to synthesize it. The reactants are: [Cl:1][C:2]1[CH:39]=[CH:38][C:5]([O:6][C:7]2[CH:12]=[CH:11][C:10]([N:13]3[C@@H:17]([C:18]4[CH:23]=[CH:22][CH:21]=[C:20]([C:24]([F:27])([F:26])[F:25])[CH:19]=4)[CH2:16][N:15](CC4C=CC(OC)=CC=4)[C:14]3=[O:37])=[CH:9][CH:8]=2)=[CH:4][CH:3]=1.C(O)(C(F)(F)F)=O. (7) Given the product [Br:18][C:10]1[CH:9]=[C:8]([CH2:7][N:1]2[CH2:6][CH2:5][O:4][CH2:3][CH2:2]2)[N:16]2[C:11]=1[C:12]([NH2:17])=[N:13][CH:14]=[N:15]2, predict the reactants needed to synthesize it. The reactants are: [N:1]1([CH2:7][C:8]2[N:16]3[C:11]([C:12]([NH2:17])=[N:13][CH:14]=[N:15]3)=[CH:10][CH:9]=2)[CH2:6][CH2:5][O:4][CH2:3][CH2:2]1.[Br:18]N1C(C)(C)C(=O)N(Br)C1=O.